Dataset: Reaction yield outcomes from USPTO patents with 853,638 reactions. Task: Predict the reaction yield, written as a fraction of the theoretical maximum amount of product (1.0 means a 100% yield; for example, 0.34 means a 34% yield). (1) The reactants are [NH2:1][C@@H:2]([C:13]1[CH:18]=[CH:17][C:16]([C:19]([F:22])([F:21])[F:20])=[C:15]([F:23])[CH:14]=1)[CH2:3][N:4]([CH3:12])[C:5](=[O:11])[O:6][C:7]([CH3:10])([CH3:9])[CH3:8].C(Cl)Cl.C1N=CN([C:32](N2C=NC=C2)=[O:33])C=1.[N:39]1[C:44]2[CH2:45][NH:46][CH2:47][CH2:48][C:43]=2[CH:42]=[N:41][C:40]=1[NH:49][C@@H:50]([CH3:53])[CH2:51][OH:52]. The catalyst is O. The product is [F:23][C:15]1[CH:14]=[C:13]([C@H:2]([NH:1][C:32]([N:46]2[CH2:47][CH2:48][C:43]3[CH:42]=[N:41][C:40]([NH:49][C@@H:50]([CH3:53])[CH2:51][OH:52])=[N:39][C:44]=3[CH2:45]2)=[O:33])[CH2:3][N:4]([CH3:12])[C:5](=[O:11])[O:6][C:7]([CH3:8])([CH3:9])[CH3:10])[CH:18]=[CH:17][C:16]=1[C:19]([F:20])([F:21])[F:22]. The yield is 0.268. (2) The reactants are [F:1][C:2]1[CH:13]=[CH:12][C:5]([C:6](N(OC)C)=[O:7])=[CH:4][N:3]=1.[CH3:14][Mg]Br. The catalyst is C1COCC1. The product is [F:1][C:2]1[N:3]=[CH:4][C:5]([C:6](=[O:7])[CH3:14])=[CH:12][CH:13]=1. The yield is 0.700. (3) The reactants are [CH3:1][S:2]([N:5]1[C:10]2[CH:11]=[C:12]([CH2:15][N:16]3[CH2:21][CH2:20][N:19](C(OC(C)(C)C)=O)[CH2:18][CH2:17]3)[CH:13]=[CH:14][C:9]=2[O:8][CH2:7][CH2:6]1)(=[O:4])=[O:3].FC(F)(F)C(O)=O. The catalyst is ClCCl. The product is [CH3:1][S:2]([N:5]1[C:10]2[CH:11]=[C:12]([CH2:15][N:16]3[CH2:17][CH2:18][NH:19][CH2:20][CH2:21]3)[CH:13]=[CH:14][C:9]=2[O:8][CH2:7][CH2:6]1)(=[O:4])=[O:3]. The yield is 0.630. (4) The reactants are [F:1][C:2]1[CH:21]=[CH:20][C:5]([CH2:6][N:7]2[C:11]3[CH:12]=[N:13][C:14]([C:16]([O:18]C)=O)=[CH:15][C:10]=3[N:9]=[CH:8]2)=[CH:4][CH:3]=1.F[C:23]1[CH:42]=[CH:41][C:26]([CH2:27]N2C3C=C(C(OC)=O)N=CC=3N=C2)=[CH:25][CH:24]=1.[NH:43]1C2C=C(C(OC)=O)N=CC=2N=C1.FC1C=CC(CBr)=CC=1.[Li+].[OH-:66]. The catalyst is CO. The product is [CH2:27]([O:66][NH:43][C:16]([C:14]1[N:13]=[CH:12][C:11]2[N:7]([CH2:6][C:5]3[CH:4]=[CH:3][C:2]([F:1])=[CH:21][CH:20]=3)[CH:8]=[N:9][C:10]=2[CH:15]=1)=[O:18])[C:26]1[CH:41]=[CH:42][CH:23]=[CH:24][CH:25]=1. The yield is 0.880. (5) The reactants are [O:1]=[C:2]1[C:10]2[C:5](=[CH:6][CH:7]=[CH:8][CH:9]=2)[C:4](=[O:11])[N:3]1[CH2:12][C:13]([OH:15])=O.[CH3:16][C:17]1(C)[O:22]C(=O)[CH2:20][C:19](=O)[O:18]1.C1CCC(N=C=NC2CCCCC2)CC1. The catalyst is CN(C)C1C=CN=CC=1.ClCCl. The product is [O:11]=[C:4]1[C:5]2[C:10](=[CH:9][CH:8]=[CH:7][CH:6]=2)[C:2](=[O:1])[N:3]1[CH2:12][C:13](=[O:15])[CH2:16][C:17]([O:18][CH2:19][CH3:20])=[O:22]. The yield is 0.850. (6) The reactants are [Cl:1][C:2]1[C:7]([OH:8])=[N:6][C:5]2[N:9]([CH:12]([CH3:14])[CH3:13])[N:10]=[CH:11][C:4]=2[C:3]=1[C:15]([O:17][CH2:18][CH3:19])=[O:16].N1C=CC=CC=1.[S:26](O[S:26]([C:29]([F:32])([F:31])[F:30])(=[O:28])=[O:27])([C:29]([F:32])([F:31])[F:30])(=[O:28])=[O:27].O. The catalyst is C(Cl)Cl. The product is [Cl:1][C:2]1[C:7]([O:8][S:26]([C:29]([F:32])([F:31])[F:30])(=[O:28])=[O:27])=[N:6][C:5]2[N:9]([CH:12]([CH3:14])[CH3:13])[N:10]=[CH:11][C:4]=2[C:3]=1[C:15]([O:17][CH2:18][CH3:19])=[O:16]. The yield is 0.548. (7) The reactants are I[C:2]1[C:7]([O:8][C:9]2[C:18]3[C:13](=[CH:14][C:15]([O:21][CH3:22])=[C:16]([O:19][CH3:20])[CH:17]=3)[N:12]=[CH:11][CH:10]=2)=[CH:6][CH:5]=[C:4]([CH3:23])[N:3]=1.[CH3:24][C:25]1[CH:26]=[C:27](B(O)O)[CH:28]=[CH:29][CH:30]=1.C(=O)([O-])O.[Na+]. The catalyst is C1(C)C=CC=CC=1. The product is [CH3:20][O:19][C:16]1[CH:17]=[C:18]2[C:13](=[CH:14][C:15]=1[O:21][CH3:22])[N:12]=[CH:11][CH:10]=[C:9]2[O:8][C:7]1[C:2]([C:29]2[CH:30]=[C:25]([CH3:24])[CH:26]=[CH:27][CH:28]=2)=[N:3][C:4]([CH3:23])=[CH:5][CH:6]=1. The yield is 0.940. (8) The reactants are [N:1]12[CH2:8][CH2:7][C:4]([C:9]([C:17]3[CH:22]=[CH:21][CH:20]=[CH:19][CH:18]=3)([C:11]3[CH:16]=[CH:15][CH:14]=[CH:13][CH:12]=3)[OH:10])([CH2:5][CH2:6]1)[CH2:3][CH2:2]2.[Br:23][CH2:24][CH2:25][CH2:26][O:27][C:28]1[CH:35]=[CH:34][C:31]([C:32]#[N:33])=[CH:30][CH:29]=1. The catalyst is CC#N. The product is [Br-:23].[C:32]([C:31]1[CH:34]=[CH:35][C:28]([O:27][CH2:26][CH2:25][CH2:24][N+:1]23[CH2:6][CH2:5][C:4]([C:9]([OH:10])([C:17]4[CH:22]=[CH:21][CH:20]=[CH:19][CH:18]=4)[C:11]4[CH:12]=[CH:13][CH:14]=[CH:15][CH:16]=4)([CH2:3][CH2:2]2)[CH2:7][CH2:8]3)=[CH:29][CH:30]=1)#[N:33]. The yield is 0.768. (9) The reactants are Br[C:2]1[CH:7]=[CH:6][C:5]([N:8]2[C:12](=[O:13])[NH:11][N:10]=[C:9]2[CH2:14][C@@H:15]2[CH2:19][CH2:18][N:17]([C:20]([CH:22]3[CH2:24][CH2:23]3)=[O:21])[CH2:16]2)=[C:4]([F:25])[CH:3]=1.C([O-])(=O)C.[K+].B1(B2OC(C)(C)C(C)(C)O2)OC(C)(C)C(C)(C)O1.Br[C:50]1[CH:59]=[C:58]2[C:53]([CH:54]=[C:55]([CH3:60])[CH:56]=[N:57]2)=[CH:52][CH:51]=1.C(=O)([O-])[O-].[K+].[K+]. The catalyst is C1C=CC(P(C2C=CC=CC=2)[C-]2C=CC=C2)=CC=1.C1C=CC(P(C2C=CC=CC=2)[C-]2C=CC=C2)=CC=1.Cl[Pd]Cl.[Fe+2].C(Cl)Cl.O1CCOCC1. The product is [CH:22]1([C:20]([N:17]2[CH2:18][CH2:19][C@@H:15]([CH2:14][C:9]3[N:8]([C:5]4[CH:6]=[CH:7][C:2]([C:50]5[CH:59]=[C:58]6[C:53]([CH:54]=[C:55]([CH3:60])[CH:56]=[N:57]6)=[CH:52][CH:51]=5)=[CH:3][C:4]=4[F:25])[C:12](=[O:13])[NH:11][N:10]=3)[CH2:16]2)=[O:21])[CH2:24][CH2:23]1. The yield is 0.350. (10) The reactants are C([O:4][CH2:5][C:6]1[CH:11]=[C:10]([CH2:12][N:13]2[C:19](=[O:20])[C:18]3[C:21]([F:28])=[CH:22][C:23]([CH:25]4[CH2:27][CH2:26]4)=[CH:24][C:17]=3[O:16][CH2:15][CH2:14]2)[CH:9]=[CH:8][C:7]=1B1OC(C)(C)C(C)(C)O1)(=O)C.Cl[C:39]1[CH:44]=[CH:43][N:42]=[C:41]([NH2:45])[C:40]=1[N+:46]([O-])=O.[CH3:49][N:50]1[CH:54]=[C:53]([CH:55]=O)[CH:52]=[N:51]1. No catalyst specified. The product is [CH:25]1([C:23]2[CH:22]=[C:21]([F:28])[C:18]3[C:19](=[O:20])[N:13]([CH2:12][C:10]4[CH:9]=[CH:8][C:7]([C:39]5[CH:44]=[CH:43][N:42]=[C:41]6[NH:45][C:55]([C:53]7[CH:52]=[N:51][N:50]([CH3:49])[CH:54]=7)=[N:46][C:40]=56)=[C:6]([CH2:5][OH:4])[CH:11]=4)[CH2:14][CH2:15][O:16][C:17]=3[CH:24]=2)[CH2:27][CH2:26]1. The yield is 0.0500.